Dataset: Full USPTO retrosynthesis dataset with 1.9M reactions from patents (1976-2016). Task: Predict the reactants needed to synthesize the given product. (1) Given the product [C:12]([O:16][C:17]([N:19]1[CH2:24][CH2:23][N:22]([S:8]([C:5]2[CH:6]=[CH:7][C:2]([Br:1])=[CH:3][CH:4]=2)(=[O:10])=[O:9])[CH2:21][CH2:20]1)=[O:18])([CH3:15])([CH3:13])[CH3:14], predict the reactants needed to synthesize it. The reactants are: [Br:1][C:2]1[CH:7]=[CH:6][C:5]([S:8](Cl)(=[O:10])=[O:9])=[CH:4][CH:3]=1.[C:12]([O:16][C:17]([N:19]1[CH2:24][CH2:23][NH:22][CH2:21][CH2:20]1)=[O:18])([CH3:15])([CH3:14])[CH3:13].C(N(CC)CC)C. (2) Given the product [CH:54]1([N:57]2[C:66]3[C:61](=[CH:62][CH:63]=[CH:64][CH:65]=3)[N:60]([C:11]([C:10]3[CH:9]=[N:8][C:7]([CH3:14])=[CH:6][C:5]=3[O:4][C:3]3[CH:15]=[C:16]([Cl:19])[CH:17]=[CH:18][C:2]=3[Cl:1])=[O:13])[CH2:59][CH2:58]2)[CH2:56][CH2:55]1, predict the reactants needed to synthesize it. The reactants are: [Cl:1][C:2]1[CH:18]=[CH:17][C:16]([Cl:19])=[CH:15][C:3]=1[O:4][C:5]1[C:10]([C:11]([O-:13])=O)=[CH:9][N:8]=[C:7]([CH3:14])[CH:6]=1.[Li+].C(N(C(C)C)C(C)C)C.CN(C(ON1N=NC2C=CC=NC1=2)=[N+](C)C)C.F[P-](F)(F)(F)(F)F.[CH:54]1([N:57]2[C:66]3[C:61](=[CH:62][CH:63]=[CH:64][CH:65]=3)[NH:60][CH2:59][CH2:58]2)[CH2:56][CH2:55]1.C(=O)(O)[O-].[Na+].